Dataset: Catalyst prediction with 721,799 reactions and 888 catalyst types from USPTO. Task: Predict which catalyst facilitates the given reaction. (1) Reactant: [C:1]([C:3]1[CH:4]=[CH:5][C:6]([NH:9][CH2:10][CH2:11][N:12]([CH2:22][CH:23]2[CH2:28][CH2:27][CH2:26][CH2:25][CH2:24]2)[S:13]([C:16]2[CH:21]=[CH:20][CH:19]=[CH:18][N:17]=2)(=[O:15])=[O:14])=[N:7][CH:8]=1)#[N:2].ClCC1NC=NC=1.Cl.NC1C=CC=CC=1.[H-].[Na+].Cl[CH2:47][C:48]1[N:52]([CH3:53])[CH:51]=[N:50][CH:49]=1. Product: [NH2:9][CH2:10][CH2:11][N:12]([CH2:22][CH:23]1[CH2:28][CH2:27][CH2:26][CH2:25][CH2:24]1)[S:13]([C:16]1[CH:21]=[CH:20][CH:19]=[CH:18][N:17]=1)(=[O:15])=[O:14].[C:1]([C:3]1[CH:4]=[CH:5][C:6]([N:9]([CH2:47][C:48]2[N:52]([CH3:53])[CH:51]=[N:50][CH:49]=2)[CH2:10][CH2:11][N:12]([CH2:22][CH:23]2[CH2:28][CH2:27][CH2:26][CH2:25][CH2:24]2)[S:13]([C:16]2[CH:21]=[CH:20][CH:19]=[CH:18][N:17]=2)(=[O:15])=[O:14])=[N:7][CH:8]=1)#[N:2]. The catalyst class is: 18. (2) Reactant: [C:1]([C@H:4]1[CH2:9][CH2:8][C@H:7]([NH:10][C:11](=[O:23])[C:12]2[CH:17]=[C:16]([C:18]([F:21])([F:20])[F:19])[CH:15]=[CH:14][C:13]=2[Cl:22])[CH2:6][CH2:5]1)(=O)[CH3:2].[NH2:24][C:25]1[CH:30]=[CH:29][CH:28]=[CH:27][CH:26]=1.CN(C=O)C.Cl[SiH](Cl)Cl. Product: [Cl:22][C:13]1[CH:14]=[CH:15][C:16]([C:18]([F:21])([F:20])[F:19])=[CH:17][C:12]=1[C:11]([NH:10][C@H:7]1[CH2:8][CH2:9][C@H:4]([CH:1]([NH:24][C:25]2[CH:30]=[CH:29][CH:28]=[CH:27][CH:26]=2)[CH3:2])[CH2:5][CH2:6]1)=[O:23]. The catalyst class is: 2. (3) Reactant: [Br:1][C:2]1[CH:9]=[CH:8][C:5]([C:6]#[N:7])=[C:4](F)[CH:3]=1.Cl.[O:12]1[CH2:16][CH2:15][C@H:14]([NH2:17])[CH2:13]1.CCN(C(C)C)C(C)C.[NH4+].[Cl-]. Product: [Br:1][C:2]1[CH:9]=[CH:8][C:5]([C:6]#[N:7])=[C:4]([NH:17][C@H:14]2[CH2:15][CH2:16][O:12][CH2:13]2)[CH:3]=1. The catalyst class is: 16. (4) Reactant: [CH3:1][C:2]([C:12]1[C:20]2[O:19][CH2:18][O:17][C:16]=2[CH:15]=[CH:14][CH:13]=1)([CH3:11])[CH2:3][C:4]1([C:7]([F:10])([F:9])[F:8])[CH2:6][O:5]1.[Br:21]N1C(=O)CCC1=O. Product: [Br:21][C:14]1[CH:13]=[C:12]([C:2]([CH3:1])([CH3:11])[CH2:3][C:4]2([C:7]([F:8])([F:10])[F:9])[CH2:6][O:5]2)[C:20]2[O:19][CH2:18][O:17][C:16]=2[CH:15]=1. The catalyst class is: 577. (5) Reactant: C(N(CC)CC)C.[CH2:8]([O:15][C:16]1[CH:17]=[CH:18][C:19]([CH3:26])=[C:20]([C:22](Cl)=[N:23][OH:24])[CH:21]=1)[C:9]1[CH:14]=[CH:13][CH:12]=[CH:11][CH:10]=1.[CH2:27]=[C:28]([CH2:33][C:34]([O:36][CH3:37])=[O:35])[C:29]([O:31][CH3:32])=[O:30].C1COCC1. The catalyst class is: 6. Product: [CH2:8]([O:15][C:16]1[CH:17]=[CH:18][C:19]([CH3:26])=[C:20]([C:22]2[CH2:27][C:28]([CH2:33][C:34]([O:36][CH3:37])=[O:35])([C:29]([O:31][CH3:32])=[O:30])[O:24][N:23]=2)[CH:21]=1)[C:9]1[CH:14]=[CH:13][CH:12]=[CH:11][CH:10]=1. (6) Reactant: [C:1]1([NH:7][C:8]2[CH:9]=[CH:10][C:11]([C:14]#N)=[N:12][CH:13]=2)[CH:6]=[CH:5][CH:4]=[CH:3][CH:2]=1.[OH-:16].[Na+].[OH2:18]. Product: [C:1]1([NH:7][C:8]2[CH:9]=[CH:10][C:11]([C:14]([OH:18])=[O:16])=[N:12][CH:13]=2)[CH:6]=[CH:5][CH:4]=[CH:3][CH:2]=1. The catalyst class is: 14.